Dataset: hERG potassium channel inhibition data for cardiac toxicity prediction from Karim et al.. Task: Regression/Classification. Given a drug SMILES string, predict its toxicity properties. Task type varies by dataset: regression for continuous values (e.g., LD50, hERG inhibition percentage) or binary classification for toxic/non-toxic outcomes (e.g., AMES mutagenicity, cardiotoxicity, hepatotoxicity). Dataset: herg_karim. (1) The drug is Cc1ccc(CCNC[C@H](O)COc2ccc(NS(C)(=O)=O)cc2)cc1C. The result is 1 (blocker). (2) The drug is CC[C@H](Nc1nc(N)nc(N)c1C#N)c1nc2cccc(C#CCCCC(=O)N3CCOCC3)c2c(=O)n1-c1ccccc1. The result is 0 (non-blocker). (3) The molecule is CC(C)NCC(O)COc1ccc(COCCOC(C)C)cc1. The result is 1 (blocker). (4) The compound is C[C@H](c1c(CCN(C)C)sc2ccccc12)n1cccn1. The result is 1 (blocker). (5) The drug is O=C(c1ccncn1)N1CCC2(CCN(Cc3cccc(Oc4ccccc4)c3)CC2)CC1. The result is 1 (blocker).